From a dataset of TCR-epitope binding with 47,182 pairs between 192 epitopes and 23,139 TCRs. Binary Classification. Given a T-cell receptor sequence (or CDR3 region) and an epitope sequence, predict whether binding occurs between them. (1) The epitope is ILHCANFNV. The TCR CDR3 sequence is CATFDGNTGELFF. Result: 0 (the TCR does not bind to the epitope). (2) The epitope is LLMPILTLT. The TCR CDR3 sequence is CASSPLLAGGDNEQFF. Result: 1 (the TCR binds to the epitope). (3) The epitope is NLVPMVATV. The TCR CDR3 sequence is CASSPSGLPGEQFF. Result: 0 (the TCR does not bind to the epitope). (4) The epitope is GTITVEELK. The TCR CDR3 sequence is CAISDRGGEDEQYF. Result: 0 (the TCR does not bind to the epitope). (5) The epitope is EILDITPCSF. The TCR CDR3 sequence is CASSFNYEQYF. Result: 1 (the TCR binds to the epitope). (6) The epitope is NEGVKAAW. The TCR CDR3 sequence is CASSGRATGKLFF. Result: 0 (the TCR does not bind to the epitope). (7) Result: 0 (the TCR does not bind to the epitope). The TCR CDR3 sequence is CASSQFFGNTIYF. The epitope is HPKVSSEVHI. (8) The epitope is KLSYGIATV. The TCR CDR3 sequence is CASRPHVPPLAGPANTGELFF. Result: 0 (the TCR does not bind to the epitope). (9) The epitope is LQPFPQPELPYPQPQ. The TCR CDR3 sequence is CSARRGYEQYF. Result: 0 (the TCR does not bind to the epitope). (10) The epitope is ILKEPVHGV. The TCR CDR3 sequence is CASSLGVEGMNTEAFF. Result: 0 (the TCR does not bind to the epitope).